Dataset: Full USPTO retrosynthesis dataset with 1.9M reactions from patents (1976-2016). Task: Predict the reactants needed to synthesize the given product. (1) The reactants are: [NH2:1][C:2]1[C:3]([C:25](N)=[O:26])=[N:4][C:5]([C:15]2[CH:20]=[CH:19][C:18](=[O:21])[N:17]([CH:22]([CH3:24])[CH3:23])[N:16]=2)=[C:6]([C:8]2[CH:13]=[CH:12][CH:11]=[CH:10][C:9]=2[Br:14])[N:7]=1.[OH-:28].[Na+]. Given the product [NH2:1][C:2]1[C:3]([C:25]([OH:28])=[O:26])=[N:4][C:5]([C:15]2[CH:20]=[CH:19][C:18](=[O:21])[N:17]([CH:22]([CH3:24])[CH3:23])[N:16]=2)=[C:6]([C:8]2[CH:13]=[CH:12][CH:11]=[CH:10][C:9]=2[Br:14])[N:7]=1, predict the reactants needed to synthesize it. (2) Given the product [F:31][C:32]1[CH:33]=[C:34]([CH:37]=[CH:38][C:39]=1[F:40])[CH2:35][NH:36][C:14]([C:10]1[CH:11]=[C:12]([CH3:13])[N:8]([CH2:1][C:2]2[CH:3]=[CH:4][CH:5]=[CH:6][CH:7]=2)[C:9]=1[CH:17]([CH3:19])[CH3:18])=[O:16], predict the reactants needed to synthesize it. The reactants are: [CH2:1]([N:8]1[C:12]([CH3:13])=[CH:11][C:10]([C:14]([OH:16])=O)=[C:9]1[CH:17]([CH3:19])[CH3:18])[C:2]1[CH:7]=[CH:6][CH:5]=[CH:4][CH:3]=1.CCN=C=NCCCN(C)C.[F:31][C:32]1[CH:33]=[C:34]([CH:37]=[CH:38][C:39]=1[F:40])[CH2:35][NH2:36]. (3) Given the product [C:16]([C:13]1[CH:14]=[CH:15][C:10]([C:8]2[O:9][C:5]3[CH:4]=[C:3]([N:23]([CH3:28])[S:24]([CH3:27])(=[O:26])=[O:25])[C:2]([B:32]4[O:33][C:34]([CH3:36])([CH3:35])[C:30]([CH3:46])([CH3:29])[O:31]4)=[CH:22][C:6]=3[C:7]=2[C:18]([NH:20][CH3:21])=[O:19])=[CH:11][CH:12]=1)#[N:17], predict the reactants needed to synthesize it. The reactants are: Br[C:2]1[C:3]([N:23]([CH3:28])[S:24]([CH3:27])(=[O:26])=[O:25])=[CH:4][C:5]2[O:9][C:8]([C:10]3[CH:15]=[CH:14][C:13]([C:16]#[N:17])=[CH:12][CH:11]=3)=[C:7]([C:18]([NH:20][CH3:21])=[O:19])[C:6]=2[CH:22]=1.[CH3:29][C:30]1([CH3:46])[C:34]([CH3:36])([CH3:35])[O:33][B:32]([B:32]2[O:33][C:34]([CH3:36])([CH3:35])[C:30]([CH3:46])([CH3:29])[O:31]2)[O:31]1.CC([O-])=O.[K+]. (4) Given the product [Cl:1][C:2]1[N:11]=[C:10]([NH:14][CH3:13])[C:9]2[C:4](=[CH:5][CH:6]=[CH:7][CH:8]=2)[N:3]=1, predict the reactants needed to synthesize it. The reactants are: [Cl:1][C:2]1[N:11]=[C:10](Cl)[C:9]2[C:4](=[CH:5][CH:6]=[CH:7][CH:8]=2)[N:3]=1.[CH3:13][NH2:14].C([O-])(O)=O.[Na+].